Dataset: Experimental lipophilicity measurements (octanol/water distribution) for 4,200 compounds from AstraZeneca. Task: Regression/Classification. Given a drug SMILES string, predict its absorption, distribution, metabolism, or excretion properties. Task type varies by dataset: regression for continuous measurements (e.g., permeability, clearance, half-life) or binary classification for categorical outcomes (e.g., BBB penetration, CYP inhibition). For this dataset (lipophilicity_astrazeneca), we predict Y. (1) The molecule is Cc1cn([C@H]2CCCN(Cc3cccc(Oc4cccc(Br)c4)c3)C2)c(=O)[nH]c1=O. The Y is 3.68 logD. (2) The compound is COc1ccc2c(c1)N(CCN1CCC(NCc3cc4c(cn3)OCCO4)CC1)C(=O)CS2. The Y is 1.78 logD.